Dataset: Forward reaction prediction with 1.9M reactions from USPTO patents (1976-2016). Task: Predict the product of the given reaction. Given the reactants C[O:2][C:3](=[O:17])[C:4]1[CH:9]=[CH:8][CH:7]=[C:6]([C:10]2[CH:11]=[N:12][C:13]([F:16])=[CH:14][CH:15]=2)[CH:5]=1.[OH-].[Li+], predict the reaction product. The product is: [F:16][C:13]1[N:12]=[CH:11][C:10]([C:6]2[CH:5]=[C:4]([CH:9]=[CH:8][CH:7]=2)[C:3]([OH:17])=[O:2])=[CH:15][CH:14]=1.